Dataset: Reaction yield outcomes from USPTO patents with 853,638 reactions. Task: Predict the reaction yield, written as a fraction of the theoretical maximum amount of product (1.0 means a 100% yield; for example, 0.34 means a 34% yield). (1) The reactants are COC1C=CC(P2(SP(C3C=CC(OC)=CC=3)(=S)S2)=[S:10])=CC=1.[C:23]([C:26](=[N:36][O:37][CH:38]([CH3:40])[CH3:39])[C:27]([N:31]1[CH:35]=[N:34][CH:33]=[N:32]1)=[N:28][O:29][CH3:30])(=O)[NH2:24].C(OC(C)C)(C)C. The catalyst is O1CCCC1. The product is [CH:38]([O:37][N:36]=[C:26]([C:23](=[S:10])[NH2:24])[C:27]([N:31]1[CH:35]=[N:34][CH:33]=[N:32]1)=[N:28][O:29][CH3:30])([CH3:40])[CH3:39]. The yield is 0.580. (2) No catalyst specified. The yield is 0.960. The reactants are [OH:1][CH2:2][CH:3]([NH:5][C:6]([C:8]1[CH:9]=[C:10]([C:14]#[C:15][CH2:16][CH2:17][CH2:18][C:19]([OH:21])=O)[CH:11]=[CH:12][CH:13]=1)=[O:7])[CH3:4].Cl.[CH3:23][NH:24][CH3:25]. The product is [CH3:23][N:24]([CH3:25])[C:19]([CH2:18][CH2:17][CH2:16][C:15]#[C:14][C:10]1[CH:9]=[C:8]([CH:13]=[CH:12][CH:11]=1)[C:6]([NH:5][CH:3]([CH3:4])[CH2:2][OH:1])=[O:7])=[O:21]. (3) The reactants are [CH3:1][O:2][C@@H:3]1[C@H:7]([OH:8])[C@@H:6]([CH2:9][OH:10])[O:5][C@H:4]1[N:11]1[CH:18]=[C:17]([CH3:19])[C:15]([NH2:16])=[N:14][C:12]1=[O:13].[C:20](O[C:20](=[O:27])[C:21]1[CH:26]=[CH:25][CH:24]=[CH:23][CH:22]=1)(=[O:27])[C:21]1[CH:26]=[CH:25][CH:24]=[CH:23][CH:22]=1. The catalyst is CN(C=O)C. The product is [C:20]([NH:16][C:15]1[C:17]([CH3:19])=[CH:18][N:11]([C@@H:4]2[O:5][C@H:6]([CH2:9][OH:10])[C@@H:7]([OH:8])[C@H:3]2[O:2][CH3:1])[C:12](=[O:13])[N:14]=1)(=[O:27])[C:21]1[CH:26]=[CH:25][CH:24]=[CH:23][CH:22]=1. The yield is 0.760. (4) The reactants are [C:1]([O:10]C)(=O)[C:2]1[C:3](=[CH:5][CH:6]=[CH:7][CH:8]=1)[SH:4].[C:12]([O:16][C:17]([NH:19][C:20]1[CH:25]=[CH:24][N:23]=[C:22]([C:26]#[N:27])[CH:21]=1)=[O:18])([CH3:15])([CH3:14])[CH3:13].C(N(CC)CC)C. The catalyst is C1(C)C=CC=CC=1. The product is [O:10]=[C:1]1[C:2]2[CH:8]=[CH:7][CH:6]=[CH:5][C:3]=2[S:4][C:26]([C:22]2[CH:21]=[C:20]([NH:19][C:17](=[O:18])[O:16][C:12]([CH3:14])([CH3:13])[CH3:15])[CH:25]=[CH:24][N:23]=2)=[N:27]1. The yield is 0.490. (5) The reactants are Br[C:2]1[C:15]2[C:10](=[CH:11][CH:12]=[CH:13][CH:14]=2)[C:9]([C:16]2[CH:17]=[N:18][CH:19]=[CH:20][CH:21]=2)=[C:8]2[C:3]=1[CH:4]=[CH:5][CH:6]=[CH:7]2.[C:22]1([C:28]2[O:32][C:31]([C:33]3[CH:38]=[CH:37][C:36](B(O)O)=[CH:35][CH:34]=3)=[N:30][N:29]=2)[CH:27]=[CH:26][CH:25]=[CH:24][CH:23]=1.C(=O)([O-])[O-].[Na+].[Na+].C1(C)C=CC=CC=1. The catalyst is C1C=CC([P]([Pd]([P](C2C=CC=CC=2)(C2C=CC=CC=2)C2C=CC=CC=2)([P](C2C=CC=CC=2)(C2C=CC=CC=2)C2C=CC=CC=2)[P](C2C=CC=CC=2)(C2C=CC=CC=2)C2C=CC=CC=2)(C2C=CC=CC=2)C2C=CC=CC=2)=CC=1.O.C(O)C. The product is [C:22]1([C:28]2[O:32][C:31]([C:33]3[CH:38]=[CH:37][C:36]([C:2]4[C:15]5[C:10](=[CH:11][CH:12]=[CH:13][CH:14]=5)[C:9]([C:16]5[CH:17]=[N:18][CH:19]=[CH:20][CH:21]=5)=[C:8]5[C:3]=4[CH:4]=[CH:5][CH:6]=[CH:7]5)=[CH:35][CH:34]=3)=[N:30][N:29]=2)[CH:27]=[CH:26][CH:25]=[CH:24][CH:23]=1. The yield is 0.690. (6) The reactants are C1(P(C2C=CC=CC=2)C2C=CC=CC=2)C=CC=CC=1.BrBr.[NH2:22][C:23]1[N:32]=[C:31]([NH2:33])[C:30]2[C:25](=[N:26][CH:27]=[C:28]([CH2:34]O)[N:29]=2)[N:24]=1.[O-2].[Ba+2].[NH2:38][C:39]1[CH:47]=[CH:46][C:42]([C:43]([OH:45])=[O:44])=[CH:41][CH:40]=1. The catalyst is O.CO.C(Cl)Cl.CC(N(C)C)=O. The product is [CH:41]1[C:42]([C:43]([OH:45])=[O:44])=[CH:46][CH:47]=[C:39]([NH:38][CH2:34][C:28]2[N:29]=[C:30]3[C:31]([NH2:33])=[N:32][C:23]([NH2:22])=[N:24][C:25]3=[N:26][CH:27]=2)[CH:40]=1. The yield is 0.990. (7) The reactants are [F:1][CH:2]([F:31])[CH2:3][N:4]1[CH2:9][CH2:8][N:7]2[N:10]=[C:11]([NH:13][C:14]3[C:15](=[O:30])[N:16]([CH3:29])[CH:17]=[C:18](B4OC(C)(C)C(C)(C)O4)[CH:19]=3)[CH:12]=[C:6]2[CH2:5]1.[C:32]([C:36]1[CH:37]=[C:38]2[C:43](=[C:44]([F:46])[CH:45]=1)[C:42](=[O:47])[N:41]([C:48]1[N:55]=[CH:54][CH:53]=[C:52](Cl)[C:49]=1[CH:50]=[O:51])[N:40]=[CH:39]2)([CH3:35])([CH3:34])[CH3:33].[O-]P([O-])([O-])=O.[K+].[K+].[K+].C([O-])(=O)C.[Na+]. The catalyst is C1C=CC(P(C2C=CC=CC=2)[C-]2C=CC=C2)=CC=1.C1C=CC(P(C2C=CC=CC=2)[C-]2C=CC=C2)=CC=1.Cl[Pd]Cl.[Fe+2].C(#N)C.O. The product is [C:32]([C:36]1[CH:37]=[C:38]2[C:43](=[C:44]([F:46])[CH:45]=1)[C:42](=[O:47])[N:41]([C:48]1[N:55]=[CH:54][CH:53]=[C:52]([C:18]3[CH:19]=[C:14]([NH:13][C:11]4[CH:12]=[C:6]5[CH2:5][N:4]([CH2:3][CH:2]([F:31])[F:1])[CH2:9][CH2:8][N:7]5[N:10]=4)[C:15](=[O:30])[N:16]([CH3:29])[CH:17]=3)[C:49]=1[CH:50]=[O:51])[N:40]=[CH:39]2)([CH3:35])([CH3:33])[CH3:34]. The yield is 0.380.